Dataset: Forward reaction prediction with 1.9M reactions from USPTO patents (1976-2016). Task: Predict the product of the given reaction. Given the reactants C[O:2][C:3](=O)[C:4]1[CH:9]=[CH:8][C:7]([C:10]2[CH:15]=[CH:14][C:13]([C:16]([F:19])([F:18])[F:17])=[CH:12][CH:11]=2)=[N:6][C:5]=1[CH2:20][O:21][CH3:22].CC(C[AlH]CC(C)C)C, predict the reaction product. The product is: [CH3:22][O:21][CH2:20][C:5]1[C:4]([CH2:3][OH:2])=[CH:9][CH:8]=[C:7]([C:10]2[CH:15]=[CH:14][C:13]([C:16]([F:19])([F:17])[F:18])=[CH:12][CH:11]=2)[N:6]=1.